Dataset: Reaction yield outcomes from USPTO patents with 853,638 reactions. Task: Predict the reaction yield, written as a fraction of the theoretical maximum amount of product (1.0 means a 100% yield; for example, 0.34 means a 34% yield). (1) The reactants are C([NH:5][S:6]([C:9]1[S:10][C:11]([C:14]2[CH:19]=[CH:18][CH:17]=[C:16]([C:20]3[N:25]=[C:24]([C:26]([F:29])([F:28])[F:27])[CH:23]=[C:22]([C:30]4[CH:35]=[CH:34][C:33]([C:36]([F:39])([F:38])[F:37])=[C:32]([CH3:40])[CH:31]=4)[N:21]=3)[CH:15]=2)=[CH:12][CH:13]=1)(=[O:8])=[O:7])(C)(C)C.C(O)(C(F)(F)F)=O. The catalyst is ClCCl. The product is [CH3:40][C:32]1[CH:31]=[C:30]([C:22]2[CH:23]=[C:24]([C:26]([F:27])([F:28])[F:29])[N:25]=[C:20]([C:16]3[CH:15]=[C:14]([C:11]4[S:10][C:9]([S:6]([NH2:5])(=[O:8])=[O:7])=[CH:13][CH:12]=4)[CH:19]=[CH:18][CH:17]=3)[N:21]=2)[CH:35]=[CH:34][C:33]=1[C:36]([F:37])([F:39])[F:38]. The yield is 0.380. (2) The reactants are OC1C=CC=CN=1.[C:8]([O:12][C:13](=[O:41])[NH:14][C@H:15]([C@@H:33]1[CH2:37][C@@H:36]([CH2:38][CH3:39])[C:35](=[O:40])[O:34]1)[CH2:16][N:17]1[CH2:22][C:21](=[O:23])[N:20]([C:24]2[CH:29]=[CH:28][CH:27]=[CH:26][C:25]=2[CH3:30])[CH2:19][C:18]1([CH3:32])[CH3:31])([CH3:11])([CH3:10])[CH3:9].[CH3:42][C:43]([CH3:47])([CH3:46])[CH2:44][NH2:45]. No catalyst specified. The product is [C:8]([O:12][C:13](=[O:41])[NH:14][C@@H:15]([CH2:16][N:17]1[CH2:22][C:21](=[O:23])[N:20]([C:24]2[CH:29]=[CH:28][CH:27]=[CH:26][C:25]=2[CH3:30])[CH2:19][C:18]1([CH3:31])[CH3:32])[C@@H:33]([OH:34])[CH2:37][C@H:36]([C:35](=[O:40])[NH:45][CH2:44][C:43]([CH3:47])([CH3:46])[CH3:42])[CH2:38][CH3:39])([CH3:11])([CH3:10])[CH3:9]. The yield is 0.890. (3) The reactants are [NH:1]1[C:10](=[O:11])[C:9]2[NH:8][CH:7]=[N:6][C:5]=2[N:4]=[C:2]1[NH2:3].S(=O)(=O)(O)O.[F:17][C:18](I)([F:20])[F:19].OO. The catalyst is S([O-])([O-])(=O)=O.[Fe+2].CS(C)=O. The product is [F:17][C:18]([F:20])([F:19])[C:7]1[NH:8][C:9]2[C:10](=[O:11])[NH:1][C:2]([NH2:3])=[N:4][C:5]=2[N:6]=1. The yield is 0.460. (4) The reactants are [N+:1]([C:4]1[CH:12]=[C:11]2[C:7]([C:8]([C:13]#[N:14])=[CH:9][NH:10]2)=[CH:6][CH:5]=1)([O-])=O. The catalyst is CCO.[Pd]. The product is [NH2:1][C:4]1[CH:12]=[C:11]2[C:7]([C:8]([C:13]#[N:14])=[CH:9][NH:10]2)=[CH:6][CH:5]=1. The yield is 0.980. (5) The product is [CH3:1][N:2]([S:22]([C:25]1[S:26][CH:27]=[CH:28][CH:29]=1)(=[O:23])=[O:24])[C:3]1[CH:4]=[C:5]([O:17][C:18]([F:20])([F:21])[F:19])[CH:6]=[C:7]2[C:11]=1[NH:10][C:9]([C:12]([OH:14])=[O:13])=[CH:8]2. The catalyst is C(O)C. The yield is 1.00. The reactants are [CH3:1][N:2]([S:22]([C:25]1[S:26][CH:27]=[CH:28][CH:29]=1)(=[O:24])=[O:23])[C:3]1[CH:4]=[C:5]([O:17][C:18]([F:21])([F:20])[F:19])[CH:6]=[C:7]2[C:11]=1[NH:10][C:9]([C:12]([O:14]CC)=[O:13])=[CH:8]2.[OH-].[Na+].O1CCCC1.C(O)(=O)CC(CC(O)=O)(C(O)=O)O. (6) The reactants are ON1[C:6](=O)[CH2:5][CH2:4][C:3]1=[O:8].[CH3:9]C1CCCC=1.[C:15](=[O:17])=[O:16].O=O. The catalyst is C(O)(=O)C.O.O.O.O.C([O-])(=O)C.[Co+2].C([O-])(=O)C. The product is [O:8]=[C:3]([CH3:9])[CH2:4][CH2:5][CH2:6][C:15]([OH:17])=[O:16]. The yield is 0.600.